From a dataset of Forward reaction prediction with 1.9M reactions from USPTO patents (1976-2016). Predict the product of the given reaction. Given the reactants [C:1]([O:5][C:6](=[O:21])[CH2:7][C:8]([C:10]1[CH:15]=[CH:14][N:13]=[C:12]([N:16]2[CH:20]=[CH:19][N:18]=[CH:17]2)[CH:11]=1)=[O:9])(C)([CH3:3])[CH3:2].C(OC(C(F)(F)F)=O)(C(F)(F)F)=O, predict the reaction product. The product is: [N:16]1([C:12]2[CH:11]=[C:10]([C:8]3[O:9][C:1]([CH3:3])([CH3:2])[O:5][C:6](=[O:21])[CH:7]=3)[CH:15]=[CH:14][N:13]=2)[CH:20]=[CH:19][N:18]=[CH:17]1.